This data is from Experimentally validated miRNA-target interactions with 360,000+ pairs, plus equal number of negative samples. The task is: Binary Classification. Given a miRNA mature sequence and a target amino acid sequence, predict their likelihood of interaction. (1) The miRNA is bta-miR-130b with sequence CAGUGCAAUGAUGAAAGGGCAU. The protein sequence of the target gene is MPPSGLRLLPLLLPLPWLLVLTPGRPAAGLSTCKTIDMELVKRKRIEAIRGQILSKLRLASPPSQGEVPPGPLPEAVLALYNSTRDRVAGESADPEPEPEADYYAKEVTRVLMVDRNNAIYEKTKDISHSIYMFFNTSDIREAVPEPPLLSRAELRLQRLKSSVEQHVELYQKYSNNSWRYLGNRLLTPTDTPEWLSFDVTGVVRQWLNQGDGIQGFRFSAHCSCDSKDNKLHVEINGISPKRRGDLGTIHDMNRPFLLLMATPLERAQHLHSSRHRRALDTNYCFSSTEKNCCVRQLYI.... Result: 0 (no interaction). (2) The miRNA is hsa-miR-5580-3p with sequence CACAUAUGAAGUGAGCCAGCAC. The protein sequence of the target gene is MPSPPGLRALWLCAALCASRRAGGAPQPGPGPTACPAPCHCQEDGIMLSADCSELGLSAVPGDLDPLTAYLDLSMNNLTELQPGLFHHLRFLEELRLSGNHLSHIPGQAFSGLYSLKILMLQNNQLGGIPAEALWELPSLQSLRLDANLISLVPERSFEGLSSLRHLWLDDNALTEIPVRALNNLPALQAMTLALNRISHIPDYAFQNLTSLVVLHLHNNRIQHLGTHSFEGLHNLETLDLNYNKLQEFPVAIRTLGRLQELGFHNNNIKAIPEKAFMGNPLLQTIHFYDNPIQFVGRSA.... Result: 0 (no interaction). (3) The miRNA is hsa-miR-520a-3p with sequence AAAGUGCUUCCCUUUGGACUGU. The protein sequence of the target gene is MGPGPRLLLPLVLCVGLGALVFSSGAEGFRKRGPSVTAKVFFDVRIGDKDVGRIVIGLFGKVVPKTVENFVALATGEKGYGYKGSKFHRVIKDFMIQGGDITTGDGTGGVSIYGETFPDENFKLKHYGIGWVSMANAGPDTNGSQFFITLTKPTWLDGKHVVFGKVIDGMTVVHSIELQATDGHDRPLTNCSIINSGKIDVKTPFVVEIADW. Result: 0 (no interaction).